This data is from Catalyst prediction with 721,799 reactions and 888 catalyst types from USPTO. The task is: Predict which catalyst facilitates the given reaction. (1) Reactant: C([O:5][C:6](=[O:28])[CH2:7][N:8]1[C:16]2[C:11](=[CH:12][CH:13]=[CH:14][CH:15]=2)[C:10]([C:17]2[C:26]3[C:21](=[CH:22][CH:23]=[CH:24][CH:25]=3)[C:20](Cl)=[N:19][N:18]=2)=[CH:9]1)(C)(C)C.[OH-:29].[Na+].Cl. Product: [O:29]=[C:20]1[C:21]2[C:26](=[CH:25][CH:24]=[CH:23][CH:22]=2)[C:17]([C:10]2[C:11]3[C:16](=[CH:15][CH:14]=[CH:13][CH:12]=3)[N:8]([CH2:7][C:6]([OH:5])=[O:28])[CH:9]=2)=[N:18][NH:19]1. The catalyst class is: 1. (2) Reactant: [F:1][C:2]1[CH:3]=[C:4]([C:9]2[CH:10]=[C:11]([CH2:20][N:21]3[CH2:26][CH2:25][N:24]([CH3:27])[CH2:23][CH2:22]3)[C:12](=[O:19])[N:13]([CH2:15][CH:16]([CH3:18])[CH3:17])[N:14]=2)[CH:5]=[CH:6][C:7]=1[CH3:8].[ClH:28]. Product: [ClH:28].[ClH:28].[F:1][C:2]1[CH:3]=[C:4]([C:9]2[CH:10]=[C:11]([CH2:20][N:21]3[CH2:26][CH2:25][N:24]([CH3:27])[CH2:23][CH2:22]3)[C:12](=[O:19])[N:13]([CH2:15][CH:16]([CH3:17])[CH3:18])[N:14]=2)[CH:5]=[CH:6][C:7]=1[CH3:8]. The catalyst class is: 125.